This data is from NCI-60 drug combinations with 297,098 pairs across 59 cell lines. The task is: Regression. Given two drug SMILES strings and cell line genomic features, predict the synergy score measuring deviation from expected non-interaction effect. (1) Synergy scores: CSS=23.9, Synergy_ZIP=-4.91, Synergy_Bliss=-0.237, Synergy_Loewe=-26.3, Synergy_HSA=-4.05. Drug 2: CCC1(CC2CC(C3=C(CCN(C2)C1)C4=CC=CC=C4N3)(C5=C(C=C6C(=C5)C78CCN9C7C(C=CC9)(C(C(C8N6C=O)(C(=O)OC)O)OC(=O)C)CC)OC)C(=O)OC)O.OS(=O)(=O)O. Drug 1: CNC(=O)C1=CC=CC=C1SC2=CC3=C(C=C2)C(=NN3)C=CC4=CC=CC=N4. Cell line: MDA-MB-231. (2) Drug 1: CCCCCOC(=O)NC1=NC(=O)N(C=C1F)C2C(C(C(O2)C)O)O. Drug 2: CCC1=C2CN3C(=CC4=C(C3=O)COC(=O)C4(CC)O)C2=NC5=C1C=C(C=C5)O. Cell line: UO-31. Synergy scores: CSS=30.0, Synergy_ZIP=-4.36, Synergy_Bliss=4.69, Synergy_Loewe=-84.7, Synergy_HSA=3.08. (3) Drug 1: C1CCN(CC1)CCOC2=CC=C(C=C2)C(=O)C3=C(SC4=C3C=CC(=C4)O)C5=CC=C(C=C5)O. Drug 2: CCC1(CC2CC(C3=C(CCN(C2)C1)C4=CC=CC=C4N3)(C5=C(C=C6C(=C5)C78CCN9C7C(C=CC9)(C(C(C8N6C=O)(C(=O)OC)O)OC(=O)C)CC)OC)C(=O)OC)O.OS(=O)(=O)O. Cell line: MOLT-4. Synergy scores: CSS=53.2, Synergy_ZIP=9.66, Synergy_Bliss=3.68, Synergy_Loewe=-38.3, Synergy_HSA=0.150. (4) Drug 1: CS(=O)(=O)CCNCC1=CC=C(O1)C2=CC3=C(C=C2)N=CN=C3NC4=CC(=C(C=C4)OCC5=CC(=CC=C5)F)Cl. Drug 2: B(C(CC(C)C)NC(=O)C(CC1=CC=CC=C1)NC(=O)C2=NC=CN=C2)(O)O. Cell line: RPMI-8226. Synergy scores: CSS=18.5, Synergy_ZIP=3.75, Synergy_Bliss=-3.28, Synergy_Loewe=-40.7, Synergy_HSA=-12.9. (5) Drug 1: CC1=C(C=C(C=C1)C(=O)NC2=CC(=CC(=C2)C(F)(F)F)N3C=C(N=C3)C)NC4=NC=CC(=N4)C5=CN=CC=C5. Drug 2: C#CCC(CC1=CN=C2C(=N1)C(=NC(=N2)N)N)C3=CC=C(C=C3)C(=O)NC(CCC(=O)O)C(=O)O. Cell line: A498. Synergy scores: CSS=49.0, Synergy_ZIP=5.71, Synergy_Bliss=6.09, Synergy_Loewe=-14.9, Synergy_HSA=3.20.